Dataset: Forward reaction prediction with 1.9M reactions from USPTO patents (1976-2016). Task: Predict the product of the given reaction. Given the reactants F[C:2]1[CH:8]=[CH:7][C:6]([N+:9]([O-:11])=[O:10])=[CH:5][C:3]=1[NH2:4].C(C1NC=CN=1)(C1NC=CN=1)=[S:13].C([O-])([O-])=O.[K+].[K+].CNC.[CH3:33][N:34]([CH:36]=O)[CH3:35], predict the reaction product. The product is: [CH3:35][N:34]([CH3:33])[C:36]1[S:13][C:2]2[CH:8]=[CH:7][C:6]([N+:9]([O-:11])=[O:10])=[CH:5][C:3]=2[N:4]=1.